Dataset: Full USPTO retrosynthesis dataset with 1.9M reactions from patents (1976-2016). Task: Predict the reactants needed to synthesize the given product. (1) Given the product [ClH:26].[OH:1][CH2:2][C@H:3]1[NH:4][CH2:5][CH2:6][N:7]([C:9]([O:11][CH2:12][C:13]2[CH:18]=[CH:17][CH:16]=[CH:15][CH:14]=2)=[O:10])[CH2:8]1, predict the reactants needed to synthesize it. The reactants are: [OH:1][CH2:2][C@@H:3]1[CH2:8][N:7]([C:9]([O:11][CH2:12][C:13]2[CH:18]=[CH:17][CH:16]=[CH:15][CH:14]=2)=[O:10])[CH2:6][CH2:5][N:4]1C(OC(C)(C)C)=O.[ClH:26]. (2) The reactants are: [Cl:1][C:2]1[C:3]([F:19])=[C:4]([N:8]2[C:12]([CH3:13])=[C:11]([C:14]([O:16][CH2:17][CH3:18])=[O:15])[CH:10]=[N:9]2)[CH:5]=[CH:6][CH:7]=1.CN(C=C(C(=O)C)C(OCC)=O)C.Cl.ClC1C(F)=C(NN)C=CC=1. Given the product [Cl:1][C:2]1[C:3]([F:19])=[C:4]([N:8]2[C:12]([CH3:13])=[C:11]([C:14]([OH:16])=[O:15])[CH:10]=[N:9]2)[CH:5]=[CH:6][CH:7]=1.[Cl:1][C:2]1[C:3]([F:19])=[C:4]([N:8]2[C:12]([CH3:13])=[C:11]([C:14]([O:16][CH2:17][CH3:18])=[O:15])[CH:10]=[N:9]2)[CH:5]=[CH:6][CH:7]=1, predict the reactants needed to synthesize it. (3) Given the product [CH:13]1([CH2:16][NH:17][C:36](=[O:37])[CH:35]=[C:32]2[CH2:33][CH2:34][N:29]([C:26]3([C:23]4[CH:24]=[CH:25][C:20]([F:19])=[CH:21][CH:22]=4)[CH2:28][CH2:27]3)[CH2:30][CH2:31]2)[CH2:15][CH2:14]1, predict the reactants needed to synthesize it. The reactants are: Cl.CN(C)CCCN=C=NCC.[CH:13]1([CH2:16][NH2:17])[CH2:15][CH2:14]1.Cl.[F:19][C:20]1[CH:25]=[CH:24][C:23]([C:26]2([N:29]3[CH2:34][CH2:33][C:32](=[CH:35][C:36](O)=[O:37])[CH2:31][CH2:30]3)[CH2:28][CH2:27]2)=[CH:22][CH:21]=1.C(N(CC)CC)C.O.ON1C2C=CC=CC=2N=N1. (4) Given the product [CH2:34]([NH:15][C:16]1[CH:17]=[CH:18][C:19]2[O:23][C:22]([N:24]3[CH:30]4[CH2:29][CH2:28][N:27]([CH2:32][CH2:31]4)[CH2:26][CH2:25]3)=[N:21][C:20]=2[CH:33]=1)[C:35]1[CH:40]=[CH:39][CH:38]=[CH:37][CH:36]=1, predict the reactants needed to synthesize it. The reactants are: C(O[BH-](OC(=O)C)OC(=O)C)(=O)C.[Na+].[NH2:15][C:16]1[CH:17]=[CH:18][C:19]2[O:23][C:22]([N:24]3[CH:30]4[CH2:31][CH2:32][N:27]([CH2:28][CH2:29]4)[CH2:26][CH2:25]3)=[N:21][C:20]=2[CH:33]=1.[CH:34](=O)[C:35]1[CH:40]=[CH:39][CH:38]=[CH:37][CH:36]=1.[OH-].[Na+]. (5) The reactants are: [NH:1]([C:3]([C@H:5]1[N:15]2[C@@H:9]([S:10][CH2:11][CH2:12][C@H:13]([NH:17][C:18](=[O:24])[O:19][C:20]([CH3:23])([CH3:22])[CH3:21])[C:14]2=[O:16])[CH2:8][CH2:7][CH2:6]1)=[O:4])[NH2:2].[CH3:25]OC(OC)OC. Given the product [O:4]1[CH:25]=[N:2][N:1]=[C:3]1[C@H:5]1[N:15]2[C@@H:9]([S:10][CH2:11][CH2:12][C@H:13]([NH:17][C:18](=[O:24])[O:19][C:20]([CH3:21])([CH3:23])[CH3:22])[C:14]2=[O:16])[CH2:8][CH2:7][CH2:6]1, predict the reactants needed to synthesize it. (6) Given the product [N:33]1([CH2:32][CH2:31][S:6][C:7]2[N:8]([C:17]3[CH:18]=[CH:19][C:20]([O:23][CH2:24][C:25]([F:28])([F:27])[F:26])=[CH:21][CH:22]=3)[C:9](=[O:16])[C:10]3[NH:15][CH:14]=[CH:13][C:11]=3[N:12]=2)[CH2:38][CH2:37][O:36][CH2:35][CH2:34]1, predict the reactants needed to synthesize it. The reactants are: C(=O)([O-])O.[Na+].[S:6]=[C:7]1[NH:12][C:11]2[CH:13]=[CH:14][NH:15][C:10]=2[C:9](=[O:16])[N:8]1[C:17]1[CH:22]=[CH:21][C:20]([O:23][CH2:24][C:25]([F:28])([F:27])[F:26])=[CH:19][CH:18]=1.Cl.Cl[CH2:31][CH2:32][N:33]1[CH2:38][CH2:37][O:36][CH2:35][CH2:34]1.[I-].[Na+]. (7) Given the product [C:1]12([CH2:11][C:12]([NH:14][C:15]3[CH:24]=[CH:23][CH:22]=[C:21]4[C:16]=3[CH:17]=[CH:18][C:19]([NH:26][CH2:27][C@H:28]([OH:31])[CH2:29][OH:30])=[N:20]4)=[O:13])[CH2:10][CH:5]3[CH2:6][CH:7]([CH2:9][CH:3]([CH2:4]3)[CH2:2]1)[CH2:8]2, predict the reactants needed to synthesize it. The reactants are: [C:1]12([CH2:11][C:12]([NH:14][C:15]3[CH:24]=[CH:23][CH:22]=[C:21]4[C:16]=3[CH:17]=[CH:18][C:19](Cl)=[N:20]4)=[O:13])[CH2:10][CH:5]3[CH2:6][CH:7]([CH2:9][CH:3]([CH2:4]3)[CH2:2]1)[CH2:8]2.[NH2:26][CH2:27][C@H:28]([OH:31])[CH2:29][OH:30].C(=O)([O-])[O-].[K+].[K+]. (8) Given the product [CH:28]1([CH2:27][O:24][C:21]2[CH:22]=[CH:23][C:18]([CH2:17][N:16]3[CH:11]([C:4]4[C:5]([O:9][CH3:10])=[CH:6][CH:7]=[CH:8][C:3]=4[O:2][CH3:1])[CH2:12][CH2:13][CH2:14][C:15]3=[O:25])=[CH:19][CH:20]=2)[CH2:30][CH2:29]1, predict the reactants needed to synthesize it. The reactants are: [CH3:1][O:2][C:3]1[CH:8]=[CH:7][CH:6]=[C:5]([O:9][CH3:10])[C:4]=1[CH:11]1[N:16]([CH2:17][C:18]2[CH:23]=[CH:22][C:21]([OH:24])=[CH:20][CH:19]=2)[C:15](=[O:25])[CH2:14][CH2:13][CH2:12]1.Br[CH2:27][CH:28]1[CH2:30][CH2:29]1. (9) Given the product [NH2:4][C:3]([NH:5][C:6]([C:8]1[N:9]([CH3:26])[C:10]2[C:15]([CH:16]=1)=[C:14]([C:17]([F:18])([F:19])[F:20])[CH:13]=[C:12]([CH2:21][P:22](=[O:23])([OH:25])[OH:24])[CH:11]=2)=[O:7])=[NH:2], predict the reactants needed to synthesize it. The reactants are: Br.[NH2:2][C:3]([NH:5][C:6]([C:8]1[N:9]([CH3:26])[C:10]2[C:15]([CH:16]=1)=[C:14]([C:17]([F:20])([F:19])[F:18])[CH:13]=[C:12]([CH2:21][P:22](=[O:25])([OH:24])[OH:23])[CH:11]=2)=[O:7])=[NH:4].[OH-].[Na+].Cl.